This data is from CYP2C19 inhibition data for predicting drug metabolism from PubChem BioAssay. The task is: Regression/Classification. Given a drug SMILES string, predict its absorption, distribution, metabolism, or excretion properties. Task type varies by dataset: regression for continuous measurements (e.g., permeability, clearance, half-life) or binary classification for categorical outcomes (e.g., BBB penetration, CYP inhibition). Dataset: cyp2c19_veith. (1) The compound is O=C(Nc1ccc2nc(-c3ccc(Br)o3)[nH]c2c1)c1ccco1. The result is 1 (inhibitor). (2) The drug is CCOC(=O)CSC1=C(C#N)C(C)C2=C(CCCC2=O)N1. The result is 1 (inhibitor). (3) The molecule is CN(C)C/C=C(\c1ccc(Br)cc1)c1cccnc1.Cl.Cl.O. The result is 0 (non-inhibitor). (4) The drug is C[C@H]1/C=C\C=CCC/C=C\C=C/C=C\C=C[C@@H](O[C@H]2O[C@@H](C)[C@@H](O)[C@@H](N)[C@@H]2O)C[C@@H]2O[C@](O)(C[C@@H](O)[C@@H](O)CC[C@@H](O)C[C@@H](O)C[C@@H](O)CC(=O)O[C@@H](C)[C@@H](C)[C@H]1O)C[C@@H](O)[C@H]2C(=O)O. The result is 0 (non-inhibitor). (5) The compound is CCOc1ccc(/C=C/C2=Cc3c(sc(NC(=O)CSc4n[nH]c(N)n4)c3C#N)C(C)(C)C2)cc1. The result is 1 (inhibitor). (6) The result is 0 (non-inhibitor). The molecule is COCC(=O)N1CCC2(CCCN(C(=O)Nc3cccc(F)c3)C2)CC1. (7) The molecule is COc1ccc2[nH]cc(CCNc3ccnc(-c4cccc(NS(C)(=O)=O)c4)n3)c2c1. The result is 1 (inhibitor). (8) The drug is CO[C@@H]1COC(=O)[C@H]2CCCN2C(=O)C/C=C\[C@@H](C)[C@H](OC)COC(=O)C/C=C\[C@@H]1C. The result is 0 (non-inhibitor).